Dataset: Full USPTO retrosynthesis dataset with 1.9M reactions from patents (1976-2016). Task: Predict the reactants needed to synthesize the given product. (1) Given the product [O:11]1[CH:15]=[CH:14][CH:13]=[C:12]1[C:16]1[O:20][N:19]=[C:18]([CH2:21][NH:22][C:8](=[O:10])[CH2:7][C:1]2[CH:2]=[CH:3][CH:4]=[CH:5][CH:6]=2)[CH:17]=1, predict the reactants needed to synthesize it. The reactants are: [C:1]1([CH2:7][C:8]([OH:10])=O)[CH:6]=[CH:5][CH:4]=[CH:3][CH:2]=1.[O:11]1[CH:15]=[CH:14][CH:13]=[C:12]1[C:16]1[O:20][N:19]=[C:18]([CH2:21][NH2:22])[CH:17]=1.C1C=CC2N(O)N=NC=2C=1.C(Cl)CCl. (2) Given the product [O:1]1[C:5]2[CH:6]=[CH:7][C:8]([S:10]([N:13]([CH2:41][CH:42]([CH3:44])[CH3:43])[CH2:14][C@@H:15]([OH:40])[C@@H:16]([NH:28][C:29](=[O:39])[O:30][C@@H:31]3[C@H:38]4[C@H:34]([O:35][CH2:36][CH2:37]4)[O:33][CH2:32]3)[CH2:17][C:18]3[CH:23]=[CH:22][C:21]([O:24][CH2:25][CH2:26][NH:27][C:54](=[O:56])[CH3:55])=[CH:20][CH:19]=3)(=[O:12])=[O:11])=[CH:9][C:4]=2[O:3][CH2:2]1, predict the reactants needed to synthesize it. The reactants are: [O:1]1[C:5]2[CH:6]=[CH:7][C:8]([S:10]([N:13]([CH2:41][CH:42]([CH3:44])[CH3:43])[CH2:14][C@@H:15]([OH:40])[C@@H:16]([NH:28][C:29](=[O:39])[O:30][C@@H:31]3[C@H:38]4[C@H:34]([O:35][CH2:36][CH2:37]4)[O:33][CH2:32]3)[CH2:17][C:18]3[CH:23]=[CH:22][C:21]([O:24][CH2:25][CH2:26][NH2:27])=[CH:20][CH:19]=3)(=[O:12])=[O:11])=[CH:9][C:4]=2[O:3][CH2:2]1.C(N(CC)C(C)C)(C)C.[C:54](Cl)(=[O:56])[CH3:55]. (3) Given the product [CH2:12]([O:19][C:20]1[CH:21]=[CH:22][C:23]2[N:29]([CH2:1][CH3:2])[C:28](=[O:30])[CH2:27][C:26](=[O:31])[N:25]([CH3:32])[C:24]=2[CH:33]=1)[C:13]1[CH:14]=[CH:15][CH:16]=[CH:17][CH:18]=1, predict the reactants needed to synthesize it. The reactants are: [CH3:1][C:2](C)([O-])C.[Na+].CN(C)C=O.[CH2:12]([O:19][C:20]1[CH:21]=[CH:22][C:23]2[NH:29][C:28](=[O:30])[CH2:27][C:26](=[O:31])[N:25]([CH3:32])[C:24]=2[CH:33]=1)[C:13]1[CH:18]=[CH:17][CH:16]=[CH:15][CH:14]=1.S(OCC)(OCC)(=O)=O. (4) Given the product [F:33][C:34]1[C:35]([NH:40][C:22]2[CH:21]=[C:20]([C:18]3[N:19]=[C:14]([N:11]4[CH2:12][CH2:13][NH:8][CH2:9][CH2:10]4)[C:15]4[C:30]([O:31][CH3:32])=[CH:29][N:28]=[CH:27][C:16]=4[N:17]=3)[CH:25]=[CH:24][N:23]=2)=[N:36][CH:37]=[CH:38][CH:39]=1, predict the reactants needed to synthesize it. The reactants are: C(OC([N:8]1[CH2:13][CH2:12][N:11]([C:14]2[C:15]3[C:30]([O:31][CH3:32])=[CH:29][N:28]=[CH:27][C:16]=3[N:17]=[C:18]([C:20]3[CH:25]=[CH:24][N:23]=[C:22](Cl)[CH:21]=3)[N:19]=2)[CH2:10][CH2:9]1)=O)(C)(C)C.[F:33][C:34]1[C:35]([NH2:40])=[N:36][CH:37]=[CH:38][CH:39]=1. (5) Given the product [Cl:26][C:27]1[CH:28]=[C:29]2[C:34](=[CH:35][CH:36]=1)[N:33]=[CH:32][CH:31]=[C:30]2[N:37]1[C:5]([C:7]2[C:12](=[O:13])[CH:11]=[CH:10][N:9]([C:14]3[CH:19]=[CH:18][C:17]([O:20][C:21]([F:24])([F:23])[F:22])=[CH:16][CH:15]=3)[N:8]=2)=[CH:4][CH:3]=[N:38]1, predict the reactants needed to synthesize it. The reactants are: CN(C)/[CH:3]=[CH:4]/[C:5]([C:7]1[C:12](=[O:13])[CH:11]=[CH:10][N:9]([C:14]2[CH:19]=[CH:18][C:17]([O:20][C:21]([F:24])([F:23])[F:22])=[CH:16][CH:15]=2)[N:8]=1)=O.[Cl:26][C:27]1[CH:28]=[C:29]2[C:34](=[CH:35][CH:36]=1)[N:33]=[CH:32][CH:31]=[C:30]2[NH:37][NH2:38]. (6) Given the product [CH3:22][N:21]([CH3:23])[CH2:20][CH2:19][O:1][C:2]1[CH:3]=[C:4]([CH:9]=[CH:10][CH:11]=1)[C:5]([O:7][CH3:8])=[O:6], predict the reactants needed to synthesize it. The reactants are: [OH:1][C:2]1[CH:3]=[C:4]([CH:9]=[CH:10][CH:11]=1)[C:5]([O:7][CH3:8])=[O:6].C([O-])([O-])=O.[K+].[K+].Cl[CH2:19][CH2:20][N:21]([CH3:23])[CH3:22]. (7) Given the product [CH3:10][C:2]1([CH3:1])[CH2:3][C:4]2[NH:40][C:28]([CH2:27][CH2:24][CH3:25])=[C:29]([C:30]([O:32][CH2:33][CH3:34])=[O:31])[CH:22]([C:20]3[S:21][C:17]([C:11]4[CH:12]=[CH:13][CH:14]=[CH:15][CH:16]=4)=[CH:18][CH:19]=3)[C:6]=2[C:7](=[O:8])[CH2:9]1, predict the reactants needed to synthesize it. The reactants are: [CH3:1][C:2]1([CH3:10])[CH2:9][C:7](=[O:8])[CH2:6][C:4](=O)[CH2:3]1.[C:11]1([C:17]2[S:21][C:20]([CH:22]=O)=[CH:19][CH:18]=2)[CH:16]=[CH:15][CH:14]=[CH:13][CH:12]=1.[CH2:24]([CH2:27][C:28](=O)[CH2:29][C:30]([O:32][CH2:33][CH3:34])=[O:31])[CH2:25]C.C([O-])(=O)C.[NH4+:40].